From a dataset of Forward reaction prediction with 1.9M reactions from USPTO patents (1976-2016). Predict the product of the given reaction. (1) Given the reactants [CH3:1][C:2]1[O:6][N:5]=[C:4]([C:7]([OH:9])=O)[CH:3]=1.[CH2:10]([O:17][C:18](=[O:36])[C@@H:19]([NH:30][C:31](=[O:35])[C@@H:32]([NH2:34])[CH3:33])[CH2:20][C:21]1[C:29]2[C:24](=[CH:25][CH:26]=[CH:27][CH:28]=2)[NH:23][CH:22]=1)[C:11]1[CH:16]=[CH:15][CH:14]=[CH:13][CH:12]=1.C(N(CC)C(C)C)(C)C.CN(C(ON1N=NC2C=CC=NC1=2)=[N+](C)C)C.F[P-](F)(F)(F)(F)F, predict the reaction product. The product is: [CH2:10]([O:17][C:18](=[O:36])[C@@H:19]([NH:30][C:31](=[O:35])[C@@H:32]([NH:34][C:7]([C:4]1[CH:3]=[C:2]([CH3:1])[O:6][N:5]=1)=[O:9])[CH3:33])[CH2:20][C:21]1[C:29]2[C:24](=[CH:25][CH:26]=[CH:27][CH:28]=2)[NH:23][CH:22]=1)[C:11]1[CH:12]=[CH:13][CH:14]=[CH:15][CH:16]=1. (2) Given the reactants [CH3:1][O:2][C:3](=[O:10])[C:4]#[C:5][CH:6]([OH:9])[CH2:7][CH3:8].CC(C)=O.OS(O)(=O)=O.O=[Cr](=O)=O, predict the reaction product. The product is: [CH3:1][O:2][C:3](=[O:10])[C:4]#[C:5][C:6](=[O:9])[CH2:7][CH3:8].